From a dataset of Experimentally validated miRNA-target interactions with 360,000+ pairs, plus equal number of negative samples. Binary Classification. Given a miRNA mature sequence and a target amino acid sequence, predict their likelihood of interaction. (1) The miRNA is hsa-miR-5195-5p with sequence AACCCCUAAGGCAACUGGAUGG. The protein sequence of the target gene is MVHLTTLLCKAYRGGHLTIRLALGGCTNRPFYRIVAAHNKCPRDGRFVEQLGSYDPLPNSHGEKLVALNLDRIRHWIGCGAHLSKPMEKLLGLAGFFPLHPMMITNAERLRRKRAREVLLASQKTDAEATDTEATET. Result: 0 (no interaction). (2) The miRNA is hsa-miR-302c-3p with sequence UAAGUGCUUCCAUGUUUCAGUGG. The protein sequence of the target gene is MPPLKSPAAFHEQRRSLERARTEDYLKRKIRSRPERSELVRMHILEETSAEPSLQAKQLKLKRARLADDLNEKIAQRPGPMELVEKNILPVESSLKEAIIVGQVNYPKVADSSSFDEDSSDALSPEQPASHESQGSVPSPLEARVSEPLLSATSASPTQVVSQLPMGRDSREMLFLAEQPPLPPPPLLPPSLTNGTTIPTAKSTPTLIKQSQPKSASEKSQRSKKAKELKPKVKKLKYHQYIPPDQKQDRGAPPMDSSYAKILQQQQLFLQLQILNQQQQQHHNYQAILPAPPKSAGEAL.... Result: 0 (no interaction). (3) The miRNA is hsa-miR-412-5p with sequence UGGUCGACCAGUUGGAAAGUAAU. The protein sequence of the target gene is MLPGLRRLLQAPASACLLLMLLALPLAAPSCPMLCTCYSSPPTVSCQANNFSSVPLSLPPSTQRLFLQNNLIRTLRPGTFGSNLLTLWLFSNNLSTIYPGTFRHLQALEELDLGDNRHLRSLEPDTFQGLERLQSLHLYRCQLSSLPGNIFRGLVSLQYLYLQENSLLHLQDDLFADLANLSHLFLHGNRLRLLTEHVFRGLGSLDRLLLHGNRLQGVHRAAFRGLSRLTILYLFNNSLASLPGEALADLPSLEFLRLNANPWACDCRARPLWAWFQRARVSSSDVTCATPPERQGRDLR.... Result: 0 (no interaction). (4) The miRNA is hsa-miR-7109-3p with sequence CAAGCCUCUCCUGCCCUUCCAG. The protein sequence of the target gene is MDPDQSIKGTKKADGSPRKRLTKGEAIQTSVSSSAPYPGSGTTAPSESATQELLATQPFSGPSQEKTGQQQKPARRPSIEASVHISQLPQHPLTPAFMSPGKPEHLLEGSTWQLVDPMRPGPSGSFVAPGLHPQSQLLPSHASILPPEELPGIPKVFVPRPSQVSLKPAEEAHKKERKPQKPGKYICQYCSRPCAKPSVLQKHIRSHTGERPYPCGPCGFSFKTKSNLYKHRKSHAHRIKAGLASGSSSEMYPPGLEMERIPGEEFEEPTEGESTDSEEETGAASGPSTDVLPKPKHPLL.... Result: 0 (no interaction).